Dataset: Catalyst prediction with 721,799 reactions and 888 catalyst types from USPTO. Task: Predict which catalyst facilitates the given reaction. (1) Reactant: [CH2:1]([NH:5][NH2:6])[CH2:2][CH2:3][CH3:4].C(N(CC)CC)C.[C:14](O[C:14]([O:16][C:17]([CH3:20])([CH3:19])[CH3:18])=[O:15])([O:16][C:17]([CH3:20])([CH3:19])[CH3:18])=[O:15].O. Product: [C:17]([O:16][C:14]([N:5]([CH2:1][CH2:2][CH2:3][CH3:4])[NH2:6])=[O:15])([CH3:20])([CH3:19])[CH3:18]. The catalyst class is: 4. (2) Reactant: [BH4-].[Na+].[F:3][C:4]1[CH:5]=[N:6][CH:7]=[CH:8][C:9]=1[CH:10]=[O:11].O. Product: [F:3][C:4]1[CH:5]=[N:6][CH:7]=[CH:8][C:9]=1[CH2:10][OH:11]. The catalyst class is: 5.